From a dataset of Forward reaction prediction with 1.9M reactions from USPTO patents (1976-2016). Predict the product of the given reaction. (1) Given the reactants [CH3:1][C:2]1[CH:7]=[C:6]([N+:8]([O-:10])=[O:9])[CH:5]=[CH:4][N:3]=1.[Br:11]N1C(=O)CCC1=O.C(OOC(=O)C1C=CC=CC=1)(=O)C1C=CC=CC=1, predict the reaction product. The product is: [Br:11][CH2:1][C:2]1[CH:7]=[C:6]([N+:8]([O-:10])=[O:9])[CH:5]=[CH:4][N:3]=1. (2) The product is: [Br:1][C:2]1[C:3]([O:24][CH3:23])=[C:4]([CH:8]=[C:9]([I:11])[CH:10]=1)[C:5]([O:7][CH3:13])=[O:6]. Given the reactants [Br:1][C:2]1[C:3](O)=[C:4]([CH:8]=[C:9]([I:11])[CH:10]=1)[C:5]([OH:7])=[O:6].[C:13](=O)([O-])[O-].[K+].[K+].CI.CN(C)[CH:23]=[O:24], predict the reaction product. (3) Given the reactants [F:1][C:2]1[N:7]=[C:6]([I:8])[C:5]([OH:9])=[CH:4][CH:3]=1.[CH3:10][O:11][CH2:12]Cl, predict the reaction product. The product is: [F:1][C:2]1[N:7]=[C:6]([I:8])[C:5]([O:9][CH2:10][O:11][CH3:12])=[CH:4][CH:3]=1.